The task is: Predict the reaction yield, written as a fraction of the theoretical maximum amount of product (1.0 means a 100% yield; for example, 0.34 means a 34% yield).. This data is from Reaction yield outcomes from USPTO patents with 853,638 reactions. The catalyst is C(#N)C. The yield is 0.410. The product is [NH2:1][C:2]1[C:3]([C:9]([O:11][CH3:12])=[O:10])=[N:4][C:5]([Br:20])=[C:6]([F:8])[CH:7]=1. The reactants are [NH2:1][C:2]1[C:3]([C:9]([O:11][CH3:12])=[O:10])=[N:4][CH:5]=[C:6]([F:8])[CH:7]=1.C1C(=O)N([Br:20])C(=O)C1.